Dataset: Forward reaction prediction with 1.9M reactions from USPTO patents (1976-2016). Task: Predict the product of the given reaction. (1) Given the reactants [NH2:1][C:2]1[CH:7]=[C:6]([Cl:8])[CH:5]=[CH:4][C:3]=1[S:9][CH2:10][C:11]1[CH:20]=[CH:19][CH:18]=[CH:17][C:12]=1[C:13]([O:15][CH3:16])=[O:14].[Cl:21][C:22]1[CH:27]=[CH:26][C:25]([S:28](Cl)(=[O:30])=[O:29])=[CH:24][C:23]=1[C:32]([F:35])([F:34])[F:33], predict the reaction product. The product is: [Cl:8][C:6]1[CH:5]=[CH:4][C:3]([S:9][CH2:10][C:11]2[CH:20]=[CH:19][CH:18]=[CH:17][C:12]=2[C:13]([O:15][CH3:16])=[O:14])=[C:2]([NH:1][S:28]([C:25]2[CH:26]=[CH:27][C:22]([Cl:21])=[C:23]([C:32]([F:35])([F:33])[F:34])[CH:24]=2)(=[O:30])=[O:29])[CH:7]=1. (2) Given the reactants [CH3:1][C:2]1[O:6][C:5]([C:7]2[CH:12]=[CH:11][CH:10]=[CH:9][CH:8]=2)=[N:4][C:3]=1[CH2:13][CH2:14][N:15]1[C:23]2[C:18](=[CH:19][C:20]([OH:24])=[CH:21][CH:22]=2)[CH:17]=[CH:16]1.C(=O)([O-])[O-].[Cs+].[Cs+].Br[CH:32]([C:37]1[CH:42]=[CH:41][CH:40]=[CH:39][CH:38]=1)[C:33]([O:35][CH3:36])=[O:34].Cl, predict the reaction product. The product is: [CH3:36][O:35][C:33](=[O:34])[CH:32]([O:24][C:20]1[CH:19]=[C:18]2[C:23](=[CH:22][CH:21]=1)[N:15]([CH2:14][CH2:13][C:3]1[N:4]=[C:5]([C:7]3[CH:12]=[CH:11][CH:10]=[CH:9][CH:8]=3)[O:6][C:2]=1[CH3:1])[CH:16]=[CH:17]2)[C:37]1[CH:38]=[CH:39][CH:40]=[CH:41][CH:42]=1. (3) Given the reactants C(OC([N:8]1[CH2:13][CH:12]2[CH2:14][CH:9]1[CH2:10][N:11]2[CH:15]1[CH2:18][CH:17]([N:19]2[C:23]3[N:24]=[CH:25][N:26]=[C:27]([NH2:28])[C:22]=3[C:21]([C:29]3[CH:34]=[CH:33][CH:32]=[C:31]([O:35][CH2:36][C:37]45[O:43][CH:40]([CH2:41][CH2:42]4)[CH2:39][CH2:38]5)[CH:30]=3)=[CH:20]2)[CH2:16]1)=O)(C)(C)C.FC(F)(F)C(O)=O, predict the reaction product. The product is: [CH:12]12[CH2:14][CH:9]([NH:8][CH2:13]1)[CH2:10][N:11]2[CH:15]1[CH2:16][CH:17]([N:19]2[C:23]3[N:24]=[CH:25][N:26]=[C:27]([NH2:28])[C:22]=3[C:21]([C:29]3[CH:34]=[CH:33][CH:32]=[C:31]([O:35][CH2:36][C:37]45[O:43][CH:40]([CH2:41][CH2:42]4)[CH2:39][CH2:38]5)[CH:30]=3)=[CH:20]2)[CH2:18]1.